Dataset: Forward reaction prediction with 1.9M reactions from USPTO patents (1976-2016). Task: Predict the product of the given reaction. (1) Given the reactants [CH3:1]C(C)([O-])C.[K+].[Si:7]([O:14][C@@H:15]1[CH:20]=[C:19]([C:21]2[CH:26]=[CH:25][N:24]=[CH:23][C:22]=2[N+:27]([O-:29])=[O:28])[CH2:18][C@H:17]([CH3:30])[C@:16]1([OH:33])[CH:31]=O)([C:10]([CH3:13])([CH3:12])[CH3:11])([CH3:9])[CH3:8], predict the reaction product. The product is: [Si:7]([O:14][C@@H:15]1[CH:20]=[C:19]([C:21]2[CH:26]=[CH:25][N:24]=[CH:23][C:22]=2[N+:27]([O-:29])=[O:28])[CH2:18][C@H:17]([CH3:30])[C@@:16]1([CH:31]=[CH2:1])[OH:33])([C:10]([CH3:12])([CH3:13])[CH3:11])([CH3:8])[CH3:9]. (2) Given the reactants [Br:1][C:2]1[CH:11]=[CH:10][C:9]2[O:8][C:7]3[CH2:12][CH2:13][CH2:14][O:15][C:6]=3[C:5](=[O:16])[C:4]=2[CH:3]=1.CCC(C)[BH-](C(C)CC)C(C)CC.[Li+], predict the reaction product. The product is: [Br:1][C:2]1[CH:11]=[CH:10][C:9]2[O:8][C@@H:7]3[CH2:12][CH2:13][CH2:14][O:15][C@H:6]3[C:5](=[O:16])[C:4]=2[CH:3]=1. (3) Given the reactants [CH2:1]([N:3]1[C:7]2=[N:8][C:9]([CH2:48][CH3:49])=[C:10]([CH2:19][NH:20][C:21]([C:23]3[CH:28]=[CH:27][CH:26]=[C:25]([C:29]([NH:31][CH2:32][C:33]4[CH:34]=[C:35]([C:40]5[CH:45]=[CH:44][CH:43]=[C:42]([CH2:46][OH:47])[CH:41]=5)[C:36]([F:39])=[CH:37][CH:38]=4)=[O:30])[CH:24]=3)=[O:22])[C:11]([NH:12][CH:13]3[CH2:18][CH2:17][O:16][CH2:15][CH2:14]3)=[C:6]2[CH:5]=[N:4]1)[CH3:2], predict the reaction product. The product is: [CH2:1]([N:3]1[C:7]2=[N:8][C:9]([CH2:48][CH3:49])=[C:10]([CH2:19][NH:20][C:21]([C:23]3[CH:28]=[CH:27][CH:26]=[C:25]([C:29]([NH:31][CH2:32][C:33]4[CH:34]=[C:35]([C:40]5[CH:45]=[CH:44][CH:43]=[C:42]([CH:46]=[O:47])[CH:41]=5)[C:36]([F:39])=[CH:37][CH:38]=4)=[O:30])[CH:24]=3)=[O:22])[C:11]([NH:12][CH:13]3[CH2:18][CH2:17][O:16][CH2:15][CH2:14]3)=[C:6]2[CH:5]=[N:4]1)[CH3:2]. (4) Given the reactants [CH2:1]([CH:3]([CH2:39][CH3:40])[CH2:4][C:5]1([OH:38])[CH2:10][CH2:9][N:8]([C:11]([NH:13][C:14]2[CH:15]=[C:16]([CH:27]=[C:28]([O:30][C:31]3[CH:36]=[CH:35][C:34]([F:37])=[CH:33][CH:32]=3)[CH:29]=2)[O:17][C:18]2[CH:26]=[CH:25][C:21]([C:22](O)=[O:23])=[CH:20][CH:19]=2)=[O:12])[CH2:7][CH2:6]1)[CH3:2].[O:41]1[CH2:46][CH2:45][CH2:44][CH2:43][CH:42]1[O:47][NH2:48].Cl.C(N=C=NCCCN(C)C)C.O.ON1C2C=CC=CC=2N=N1, predict the reaction product. The product is: [CH2:39]([CH:3]([CH2:1][CH3:2])[CH2:4][C:5]1([OH:38])[CH2:10][CH2:9][N:8]([C:11]([NH:13][C:14]2[CH:15]=[C:16]([O:17][C:18]3[CH:26]=[CH:25][C:21]([C:22](=[O:23])[NH:48][O:47][CH:42]4[CH2:43][CH2:44][CH2:45][CH2:46][O:41]4)=[CH:20][CH:19]=3)[CH:27]=[C:28]([O:30][C:31]3[CH:32]=[CH:33][C:34]([F:37])=[CH:35][CH:36]=3)[CH:29]=2)=[O:12])[CH2:7][CH2:6]1)[CH3:40]. (5) Given the reactants [NH2:1][C:2]1[C:3](=[O:20])[N:4]([CH2:11][C:12]2[CH:17]=[CH:16][C:15]([O:18][CH3:19])=[CH:14][CH:13]=2)[C:5](=[O:10])[N:6]([CH3:9])[C:7]=1[NH2:8].[F:21][C:22]([F:35])([F:34])[O:23][C:24]1[CH:25]=[C:26]([CH2:30][C:31](O)=[O:32])[CH:27]=[CH:28][CH:29]=1.CCN=C=NCCCN(C)C, predict the reaction product. The product is: [NH2:8][C:7]1[N:6]([CH3:9])[C:5](=[O:10])[N:4]([CH2:11][C:12]2[CH:17]=[CH:16][C:15]([O:18][CH3:19])=[CH:14][CH:13]=2)[C:3](=[O:20])[C:2]=1[NH:1][C:31](=[O:32])[CH2:30][C:26]1[CH:27]=[CH:28][CH:29]=[C:24]([O:23][C:22]([F:34])([F:21])[F:35])[CH:25]=1. (6) Given the reactants [C:1]([C:3]1[CH:4]=[C:5](B(O)O)[CH:6]=[CH:7][C:8]=1[O:9][CH2:10][CH:11]([CH3:13])[CH3:12])#[N:2].Br[C:18]1[S:22][C:21]([C:23]([O:25][CH3:26])=[O:24])=[CH:20][CH:19]=1, predict the reaction product. The product is: [C:1]([C:3]1[CH:4]=[C:5]([C:18]2[S:22][C:21]([C:23]([O:25][CH3:26])=[O:24])=[CH:20][CH:19]=2)[CH:6]=[CH:7][C:8]=1[O:9][CH2:10][CH:11]([CH3:13])[CH3:12])#[N:2]. (7) Given the reactants Cl[C:2]1[C:3]2[C:10]([CH3:11])=[CH:9][NH:8][C:4]=2[N:5]=[CH:6][N:7]=1.[NH:12]1[CH2:17][CH2:16][CH:15]([NH:18][C:19](=[O:26])[C:20]2[CH:25]=[CH:24][CH:23]=[CH:22][CH:21]=2)[CH2:14][CH2:13]1.CCN(C(C)C)C(C)C.CCOC(C)=O, predict the reaction product. The product is: [CH3:11][C:10]1[C:3]2[C:4]([NH:5][CH:6]=[N:7][C:2]=2[N:12]2[CH2:17][CH2:16][CH:15]([NH:18][C:19](=[O:26])[C:20]3[CH:25]=[CH:24][CH:23]=[CH:22][CH:21]=3)[CH2:14][CH2:13]2)=[N:8][CH:9]=1. (8) Given the reactants CO[C:3]1[C:8]([C:9](=[O:22])[CH2:10][C:11]([C:13]2[CH:18]=[CH:17][C:16]([N+:19]([O-:21])=[O:20])=[CH:15][CH:14]=2)=[O:12])=[CH:7][CH:6]=[CH:5][N:4]=1.Cl.[NH+]1C=CC=CC=1, predict the reaction product. The product is: [N+:19]([C:16]1[CH:17]=[CH:18][C:13]([C:11]2[O:12][C:3]3=[N:4][CH:5]=[CH:6][CH:7]=[C:8]3[C:9](=[O:22])[CH:10]=2)=[CH:14][CH:15]=1)([O-:21])=[O:20].